This data is from Reaction yield outcomes from USPTO patents with 853,638 reactions. The task is: Predict the reaction yield, written as a fraction of the theoretical maximum amount of product (1.0 means a 100% yield; for example, 0.34 means a 34% yield). (1) The reactants are [CH:1]([C@H:14]1[CH2:19][C@@H:18](OS(C)(=O)=O)[CH2:17][CH2:16][O:15]1)([C:8]1[CH:13]=[CH:12][CH:11]=[CH:10][CH:9]=1)[C:2]1[CH:7]=[CH:6][CH:5]=[CH:4][CH:3]=1.[N-:25]=[N+:26]=[N-:27].[Na+]. The catalyst is N([C@H]1CCO[C@@H](C(C2C=CC=CC=2)C2C=CC=CC=2)C1)=[N+]=[N-]. The product is [N:25]([C@@H:18]1[CH2:17][CH2:16][O:15][C@@H:14]([CH:1]([C:8]2[CH:13]=[CH:12][CH:11]=[CH:10][CH:9]=2)[C:2]2[CH:7]=[CH:6][CH:5]=[CH:4][CH:3]=2)[CH2:19]1)=[N+:26]=[N-:27]. The yield is 0.800. (2) The reactants are [OH-].[K+].[C:3]1([CH2:9][CH2:10][OH:11])[CH:8]=[CH:7][CH:6]=[CH:5][CH:4]=1.[CH2:36]([O:35]P([O:35][CH2:36][CH2:37][CH2:38][CH2:39][CH2:40][CH2:41][CH2:42]C(C)C)[O:35][CH2:36][CH2:37][CH2:38][CH2:39][CH2:40][CH2:41][CH2:42]C(C)C)[CH2:37][CH2:38][CH2:39][CH2:40][CH2:41][CH2:42]C(C)C. No catalyst specified. The product is [C:36]([O:11][CH2:10][CH2:9][C:3]1[CH:8]=[CH:7][CH:6]=[CH:5][CH:4]=1)(=[O:35])[C:37]1[CH:38]=[CH:39][CH:40]=[CH:41][CH:42]=1. The yield is 0.920.